Dataset: Reaction yield outcomes from USPTO patents with 853,638 reactions. Task: Predict the reaction yield, written as a fraction of the theoretical maximum amount of product (1.0 means a 100% yield; for example, 0.34 means a 34% yield). (1) The yield is 0.720. The reactants are [N+:1]([C:4]1[CH:8]=[C:7]([CH2:9][OH:10])[NH:6][N:5]=1)([O-:3])=[O:2].C([O-])([O-])=O.[Cs+].[Cs+].Br[CH2:18][C:19]([O:21][CH2:22][CH3:23])=[O:20]. The product is [OH:10][CH2:9][C:7]1[N:6]([CH2:18][C:19]([O:21][CH2:22][CH3:23])=[O:20])[N:5]=[C:4]([N+:1]([O-:3])=[O:2])[CH:8]=1. The catalyst is C(#N)C. (2) The reactants are [C:1]([O:5][C:6](=[O:19])[CH2:7][S:8]([C:11]1[CH:16]=[CH:15][C:14]([O:17][CH3:18])=[CH:13][CH:12]=1)(=[O:10])=[O:9])([CH3:4])([CH3:3])[CH3:2].Br[CH2:21][C:22]#[C:23][CH3:24]. No catalyst specified. The product is [C:1]([O:5][C:6](=[O:19])[C:7]([S:8]([C:11]1[CH:12]=[CH:13][C:14]([O:17][CH3:18])=[CH:15][CH:16]=1)(=[O:9])=[O:10])([CH2:16][C:11]#[C:12][CH3:13])[CH2:21][C:22]#[C:23][CH3:24])([CH3:4])([CH3:3])[CH3:2]. The yield is 0.900. (3) The reactants are C([O:3][C:4](=[O:28])[C:5]([CH3:27])([CH3:26])[CH2:6][CH2:7][CH2:8][CH2:9][CH2:10][C:11](=[O:25])[CH2:12][CH2:13][CH2:14][CH2:15][CH2:16][C:17]([CH3:24])([CH3:23])[C:18]([O:20]CC)=[O:19])C.[OH-].[K+]. The catalyst is C(O)C.O. The product is [CH3:23][C:17]([CH3:24])([CH2:16][CH2:15][CH2:14][CH2:13][CH2:12][C:11](=[O:25])[CH2:10][CH2:9][CH2:8][CH2:7][CH2:6][C:5]([CH3:27])([CH3:26])[C:4]([OH:28])=[O:3])[C:18]([OH:20])=[O:19]. The yield is 0.570. (4) The reactants are [C:1]1(C2C=CC=CC=2)[CH:6]=[CH:5][C:4]([CH2:7][N:8]([CH2:16][CH2:17][CH2:18][N:19]([CH2:29][C:30]2[CH:35]=[CH:34][C:33](C3C=CC=CC=3)=[CH:32][CH:31]=2)[C:20]([O:22][CH2:23][C:24]2[S:28][CH:27]=[N:26][CH:25]=2)=[O:21])C(=O)OC(C)(C)C)=[CH:3][CH:2]=1.[O:48]1[CH:52]=[CH:51][CH:50]=[C:49]1[CH:53]=O.CC(O)=O. No catalyst specified. The product is [CH2:29]([N:19]([CH2:18][CH2:17][CH2:16][N:8]([CH2:7][C:4]1[CH:3]=[CH:2][CH:1]=[CH:6][CH:5]=1)[CH2:53][C:49]1[O:48][CH:52]=[CH:51][CH:50]=1)[C:20](=[O:21])[O:22][CH2:23][C:24]1[S:28][CH:27]=[N:26][CH:25]=1)[C:30]1[CH:35]=[CH:34][CH:33]=[CH:32][CH:31]=1. The yield is 0.170. (5) The reactants are [NH:1]1[CH2:5][CH2:4][C@@H:3]([N:6]2[CH:10]=[C:9]([O:11][C:12]3[N:13]=[C:14]([OH:22])[C:15]4[CH:21]=[CH:20][N:19]=[CH:18][C:16]=4[N:17]=3)[CH:8]=[N:7]2)[CH2:2]1.Cl[C:24]1[CH:29]=[CH:28][CH:27]=[CH:26][C:25]=1[S:30](C1C=CC=CC=1Cl)(=[O:32])=[O:31]. No catalyst specified. The product is [C:25]1([S:30]([N:1]2[CH2:5][CH2:4][C@@H:3]([N:6]3[CH:10]=[C:9]([O:11][C:12]4[N:13]=[C:14]([OH:22])[C:15]5[CH:21]=[CH:20][N:19]=[CH:18][C:16]=5[N:17]=4)[CH:8]=[N:7]3)[CH2:2]2)(=[O:32])=[O:31])[CH:26]=[CH:27][CH:28]=[CH:29][CH:24]=1. The yield is 0.450. (6) The reactants are N[C:2]1[CH:11]=[CH:10][CH:9]=[C:8]2[C:3]=1[CH:4]=[CH:5][CH:6]=[N:7]2.N([O-])=O.[Na+].C(OCC)(=O)C.C(OCC)C.C1(C)C(C)=CC=CC=1.[H+].[B-](F)(F)(F)[F:37]. No catalyst specified. The product is [F:37][C:2]1[CH:11]=[CH:10][CH:9]=[C:8]2[C:3]=1[CH:4]=[CH:5][CH:6]=[N:7]2. The yield is 0.550. (7) The reactants are C(OC([N:8]1[CH2:14][CH2:13][C:12]2[CH:15]=[C:16](/[CH:19]=[CH:20]/[C:21]([O:23][CH3:24])=[O:22])[CH:17]=[CH:18][C:11]=2[CH2:10][CH2:9]1)=O)(C)(C)C.C(O)(C(F)(F)F)=O. The catalyst is C(Cl)Cl. The product is [CH3:24][O:23][C:21](=[O:22])/[CH:20]=[CH:19]/[C:16]1[CH:17]=[CH:18][C:11]2[CH2:10][CH2:9][NH:8][CH2:14][CH2:13][C:12]=2[CH:15]=1. The yield is 0.770.